From a dataset of Reaction yield outcomes from USPTO patents with 853,638 reactions. Predict the reaction yield, written as a fraction of the theoretical maximum amount of product (1.0 means a 100% yield; for example, 0.34 means a 34% yield). (1) The catalyst is [Pd].CCO.CO. The reactants are Cl.Cl.[N+:3]([C:6]1[C:7]([CH2:16][NH2:17])=[CH:8][CH:9]=[C:10]2[C:15]=1[N:14]=[CH:13][CH:12]=[CH:11]2)([O-])=O. The yield is 0.310. The product is [NH2:17][CH2:16][C:7]1[C:6]([NH2:3])=[C:15]2[C:10]([CH:11]=[CH:12][CH:13]=[N:14]2)=[CH:9][CH:8]=1. (2) The reactants are [N:1]1([C:7]2[CH:12]=[CH:11][C:10]([NH:13][C:14]([C:16]3[CH:25]=[C:24]([O:26]COCC[Si](C)(C)C)[C:23]4[C:18](=[C:19]([N:37]5[CH2:43][CH2:42][CH2:41][N:40]([CH3:44])[CH2:39][CH2:38]5)[CH:20]=[C:21]([O:35][CH3:36])[CH:22]=4)[N:17]=3)=[O:15])=[CH:9][CH:8]=2)[CH2:6][CH2:5][O:4][CH2:3][CH2:2]1.Cl.[OH-].[Na+]. The catalyst is CO. The product is [N:1]1([C:7]2[CH:8]=[CH:9][C:10]([NH:13][C:14]([C:16]3[NH:17][C:18]4[C:23]([C:24](=[O:26])[CH:25]=3)=[CH:22][C:21]([O:35][CH3:36])=[CH:20][C:19]=4[N:37]3[CH2:43][CH2:42][CH2:41][N:40]([CH3:44])[CH2:39][CH2:38]3)=[O:15])=[CH:11][CH:12]=2)[CH2:6][CH2:5][O:4][CH2:3][CH2:2]1. The yield is 0.800. (3) The reactants are [Br:1][C:2]1[N:7]=[C:6]([C:8]([O:10][CH3:11])=[O:9])[C:5]([OH:12])=[CH:4][CH:3]=1.CI.[C:15]([O-])([O-])=O.[K+].[K+]. The catalyst is CN(C=O)C. The product is [Br:1][C:2]1[N:7]=[C:6]([C:8]([O:10][CH3:11])=[O:9])[C:5]([O:12][CH3:15])=[CH:4][CH:3]=1. The yield is 0.900.